Dataset: Forward reaction prediction with 1.9M reactions from USPTO patents (1976-2016). Task: Predict the product of the given reaction. (1) The product is: [C:1]([O:5][C:6](=[O:27])[N:7]([CH3:28])[CH2:8][CH2:9][C:10]1[CH:15]=[CH:14][C:13]([O:16][C:17]2[CH:22]=[CH:21][CH:20]=[C:19]([C:23]([F:25])([F:26])[F:24])[CH:18]=2)=[CH:12][CH:11]=1)([CH3:4])([CH3:2])[CH3:3]. Given the reactants [C:1]([O:5][C:6](=[O:27])[NH:7][CH2:8][CH2:9][C:10]1[CH:15]=[CH:14][C:13]([O:16][C:17]2[CH:22]=[CH:21][CH:20]=[C:19]([C:23]([F:26])([F:25])[F:24])[CH:18]=2)=[CH:12][CH:11]=1)([CH3:4])([CH3:3])[CH3:2].[CH3:28]I, predict the reaction product. (2) The product is: [CH:1]1([C@H:7]([NH:12][C:13]([C:15]2[O:16][C:17]([C:20]3[CH:25]=[CH:24][CH:23]=[C:22]([CH2:26][NH:27][C:29](=[O:30])[NH:28][CH:31]([CH3:33])[CH3:32])[CH:21]=3)=[CH:18][CH:19]=2)=[O:14])[C:8]([NH:9][CH3:10])=[O:11])[CH2:6][CH2:5][CH2:4][CH2:3][CH2:2]1. Given the reactants [CH:1]1([C@H:7]([NH:12][C:13]([C:15]2[O:16][C:17]([C:20]3[CH:25]=[CH:24][CH:23]=[C:22]([CH2:26][NH2:27])[CH:21]=3)=[CH:18][CH:19]=2)=[O:14])[C:8](=[O:11])[NH:9][CH3:10])[CH2:6][CH2:5][CH2:4][CH2:3][CH2:2]1.[N:28]([CH:31]([CH3:33])[CH3:32])=[C:29]=[O:30], predict the reaction product. (3) The product is: [C:20]([NH:1][C:2]1[C:11]([O:12][CH:13]2[CH2:14][CH2:15][CH2:16][CH2:17]2)=[C:10]([O:18][CH3:19])[CH:9]=[CH:8][C:3]=1[C:4]([O:6][CH3:7])=[O:5])(=[O:22])[CH3:21]. Given the reactants [NH2:1][C:2]1[C:11]([O:12][CH:13]2[CH2:17][CH2:16][CH2:15][CH2:14]2)=[C:10]([O:18][CH3:19])[CH:9]=[CH:8][C:3]=1[C:4]([O:6][CH3:7])=[O:5].[C:20](OC(=O)C)(=[O:22])[CH3:21].O1CCOCC1, predict the reaction product.